Dataset: NCI-60 drug combinations with 297,098 pairs across 59 cell lines. Task: Regression. Given two drug SMILES strings and cell line genomic features, predict the synergy score measuring deviation from expected non-interaction effect. (1) Drug 2: CC1=C2C(C(=O)C3(C(CC4C(C3C(C(C2(C)C)(CC1OC(=O)C(C(C5=CC=CC=C5)NC(=O)C6=CC=CC=C6)O)O)OC(=O)C7=CC=CC=C7)(CO4)OC(=O)C)O)C)OC(=O)C. Synergy scores: CSS=44.8, Synergy_ZIP=-3.47, Synergy_Bliss=-2.34, Synergy_Loewe=-14.1, Synergy_HSA=-0.742. Cell line: M14. Drug 1: COC1=CC(=CC(=C1O)OC)C2C3C(COC3=O)C(C4=CC5=C(C=C24)OCO5)OC6C(C(C7C(O6)COC(O7)C8=CC=CS8)O)O. (2) Drug 1: C1CCC(CC1)NC(=O)N(CCCl)N=O. Drug 2: CC1=C2C(C(=O)C3(C(CC4C(C3C(C(C2(C)C)(CC1OC(=O)C(C(C5=CC=CC=C5)NC(=O)OC(C)(C)C)O)O)OC(=O)C6=CC=CC=C6)(CO4)OC(=O)C)O)C)O. Cell line: NCI-H460. Synergy scores: CSS=12.6, Synergy_ZIP=-13.0, Synergy_Bliss=-5.15, Synergy_Loewe=-20.7, Synergy_HSA=-4.40. (3) Drug 1: COC1=C(C=C2C(=C1)N=CN=C2NC3=CC(=C(C=C3)F)Cl)OCCCN4CCOCC4. Drug 2: CN(CCCl)CCCl.Cl. Cell line: HCT-15. Synergy scores: CSS=41.9, Synergy_ZIP=-3.77, Synergy_Bliss=-1.09, Synergy_Loewe=-2.79, Synergy_HSA=-1.82. (4) Synergy scores: CSS=-7.57, Synergy_ZIP=1.15, Synergy_Bliss=-3.58, Synergy_Loewe=-7.46, Synergy_HSA=-7.57. Drug 1: CN(C)C1=NC(=NC(=N1)N(C)C)N(C)C. Cell line: OVCAR-5. Drug 2: C1CN(P(=O)(OC1)NCCCl)CCCl. (5) Drug 1: C1CN(CCN1C(=O)CCBr)C(=O)CCBr. Drug 2: C(CCl)NC(=O)N(CCCl)N=O. Cell line: KM12. Synergy scores: CSS=25.2, Synergy_ZIP=-7.14, Synergy_Bliss=-8.70, Synergy_Loewe=-4.97, Synergy_HSA=-4.91. (6) Drug 1: CN(C)N=NC1=C(NC=N1)C(=O)N. Drug 2: CCCCCOC(=O)NC1=NC(=O)N(C=C1F)C2C(C(C(O2)C)O)O. Cell line: NCI-H226. Synergy scores: CSS=4.65, Synergy_ZIP=-0.123, Synergy_Bliss=2.83, Synergy_Loewe=0.459, Synergy_HSA=0.601. (7) Drug 1: CN1C2=C(C=C(C=C2)N(CCCl)CCCl)N=C1CCCC(=O)O.Cl. Drug 2: CCN(CC)CCCC(C)NC1=C2C=C(C=CC2=NC3=C1C=CC(=C3)Cl)OC. Cell line: OVCAR-4. Synergy scores: CSS=2.64, Synergy_ZIP=-1.94, Synergy_Bliss=1.49, Synergy_Loewe=-2.57, Synergy_HSA=0.320.